This data is from Catalyst prediction with 721,799 reactions and 888 catalyst types from USPTO. The task is: Predict which catalyst facilitates the given reaction. (1) Reactant: [CH3:1][C:2]1[CH:3]=[C:4]([C:8]2[C:9](=[O:14])O[C:11](=[O:13])[CH:12]=2)[CH:5]=[CH:6][CH:7]=1.[Cl:15][C:16]1[CH:17]=[C:18]([CH:20]=[CH:21][CH:22]=1)[NH2:19]. Product: [Cl:15][C:16]1[CH:17]=[C:18]([N:19]2[C:11](=[O:13])[CH:12]=[C:8]([C:4]3[CH:5]=[CH:6][CH:7]=[C:2]([CH3:1])[CH:3]=3)[C:9]2=[O:14])[CH:20]=[CH:21][CH:22]=1. The catalyst class is: 15. (2) Reactant: Cl.[CH3:2][NH:3][C:4]1([C:13]#[N:14])[CH2:12][C:11]2[C:6](=[CH:7][CH:8]=[CH:9][CH:10]=2)[CH2:5]1.[O-:15][C:16]#N.[K+].CC(O)=[O:21]. Product: [CH3:2][N:3]1[C:4]2([CH2:12][C:11]3[C:6](=[CH:7][CH:8]=[CH:9][CH:10]=3)[CH2:5]2)[C:13](=[O:21])[NH:14][C:16]1=[O:15]. The catalyst class is: 6. (3) Reactant: [F:1][C:2]1[CH:7]=[CH:6][C:5]([O:8][CH3:9])=[CH:4][C:3]=1[C:10]1[N:15]=[CH:14][C:13]([CH2:16][OH:17])=[CH:12][C:11]=1[O:18][CH:19]1[CH2:24][CH2:23][CH2:22][CH2:21][O:20]1.Cl[C:26]1[N:31]=[CH:30][N:29]=[C:28]([CH:32]([CH:39]2[CH2:41][CH2:40]2)[CH2:33][C:34]([O:36][CH2:37][CH3:38])=[O:35])[CH:27]=1.[H-].[Na+].Cl. Product: [CH:39]1([CH:32]([C:28]2[CH:27]=[C:26]([O:17][CH2:16][C:13]3[CH:14]=[N:15][C:10]([C:3]4[CH:4]=[C:5]([O:8][CH3:9])[CH:6]=[CH:7][C:2]=4[F:1])=[C:11]([O:18][CH:19]4[CH2:24][CH2:23][CH2:22][CH2:21][O:20]4)[CH:12]=3)[N:31]=[CH:30][N:29]=2)[CH2:33][C:34]([O:36][CH2:37][CH3:38])=[O:35])[CH2:41][CH2:40]1. The catalyst class is: 1. (4) Reactant: [C:1]([C:3]1[N:8]=[C:7]2[C:9]([C:19](=[O:28])[NH:20][C@H:21]3[CH2:26][CH2:25][CH2:24][CH2:23][C@@H:22]3[OH:27])=[CH:10][N:11](C(OC(C)(C)C)=O)[C:6]2=[CH:5][CH:4]=1)#[N:2].C(O)(C(F)(F)F)=O. Product: [C:1]([C:3]1[N:8]=[C:7]2[C:9]([C:19]([NH:20][C@H:21]3[CH2:26][CH2:25][CH2:24][CH2:23][C@@H:22]3[OH:27])=[O:28])=[CH:10][NH:11][C:6]2=[CH:5][CH:4]=1)#[N:2]. The catalyst class is: 2. (5) Reactant: [C:1]([O:4][CH2:5][C:6]#[C:7][CH2:8][O:9][C:10]1[CH:15]=[CH:14][C:13]([S:16]([N:19]2[CH2:24][CH2:23][S:22][C:21]([CH3:26])([CH3:25])[C@@H:20]2[C:27]([O:29]C(C)(C)C)=[O:28])(=[O:18])=[O:17])=[CH:12][CH:11]=1)(=[O:3])[CH3:2].Cl. Product: [C:1]([O:4][CH2:5][C:6]#[C:7][CH2:8][O:9][C:10]1[CH:15]=[CH:14][C:13]([S:16]([N:19]2[CH2:24][CH2:23][S:22][C:21]([CH3:25])([CH3:26])[C@@H:20]2[C:27]([OH:29])=[O:28])(=[O:18])=[O:17])=[CH:12][CH:11]=1)(=[O:3])[CH3:2]. The catalyst class is: 4. (6) Reactant: Cl[C:2]1[N:7]=[N:6][C:5]([CH2:8][C:9]([C:11]2[CH:16]=[CH:15][C:14]([F:17])=[CH:13][CH:12]=2)=[O:10])=[CH:4][CH:3]=1.C([O-])(=[O:20])C.[Na+].O. Product: [F:17][C:14]1[CH:15]=[CH:16][C:11]([C:9](=[O:10])[CH2:8][C:5]2[CH:4]=[CH:3][C:2](=[O:20])[NH:7][N:6]=2)=[CH:12][CH:13]=1. The catalyst class is: 52. (7) Reactant: [N:1]1([CH2:6][CH2:7][CH2:8][O:9][C:10]2[CH:17]=[CH:16][C:13]([CH:14]=O)=[CH:12][CH:11]=2)[CH2:5][CH2:4][CH2:3][CH2:2]1.[NH2:18][C:19]1[CH:24]=[CH:23][CH:22]=[CH:21][N:20]=1.C(O[BH-](OC(=O)C)OC(=O)C)(=O)C.[Na+].[OH-].[Na+].[CH2:41]([Cl:43])[Cl:42]. Product: [NH3:1].[CH2:41]([Cl:43])[Cl:42].[N:20]1[CH:21]=[CH:22][CH:23]=[CH:24][C:19]=1[NH:18][CH2:14][C:13]1[CH:16]=[CH:17][C:10]([O:9][CH2:8][CH2:7][CH2:6][N:1]2[CH2:5][CH2:4][CH2:3][CH2:2]2)=[CH:11][CH:12]=1. The catalyst class is: 15.